From a dataset of Reaction yield outcomes from USPTO patents with 853,638 reactions. Predict the reaction yield, written as a fraction of the theoretical maximum amount of product (1.0 means a 100% yield; for example, 0.34 means a 34% yield). (1) The reactants are [S:1]1[CH:5]=[CH:4][CH:3]=[C:2]1[CH:6]=O.[CH3:8][O:9][C:10](=[O:27])[C:11]1[C:12](=[C:17]([NH:21]CCCCC)[CH:18]=[CH:19][CH:20]=1)[C:13]([O:15][CH3:16])=[O:14]. No catalyst specified. The product is [CH3:8][O:9][C:10](=[O:27])[C:11]1[C:12](=[C:17]([NH:21][CH2:6][C:2]2[S:1][CH:5]=[CH:4][CH:3]=2)[CH:18]=[CH:19][CH:20]=1)[C:13]([O:15][CH3:16])=[O:14]. The yield is 0.580. (2) The reactants are [H-].[Na+].[CH2:3]([C@@H:5]1[CH2:10][O:9][CH2:8][C@H:7]([OH:11])[C@@H:6]1[OH:12])[CH3:4].[CH2:13](Br)[C:14]1[CH:19]=[CH:18][CH:17]=[CH:16][CH:15]=1.CCOCC.C(OCC)(=O)C. The catalyst is CN(C)C=O.C(OCC)(=O)C.CO. The product is [CH2:13]([O:11][C@@H:7]1[C@H:6]([OH:12])[C@H:5]([CH2:3][CH3:4])[CH2:10][O:9][CH2:8]1)[C:14]1[CH:19]=[CH:18][CH:17]=[CH:16][CH:15]=1. The yield is 0.640. (3) The reactants are [NH2:1][C@H:2]1[CH2:7][CH2:6][N:5]([CH2:8][CH:9]2[C:13]3=[C:14]([Cl:22])[CH:15]=[N:16][C:17]4[CH:18]=[CH:19][C:20](=[O:21])[N:11]([C:12]=43)[CH2:10]2)[CH2:4][C@H:3]1[OH:23].[O:24]=[C:25]1[CH2:30][S:29][C:28]2[CH:31]=[CH:32][C:33]([CH:35]=O)=[N:34][C:27]=2[NH:26]1. No catalyst specified. The product is [ClH:22].[Cl:22][C:14]1[CH:15]=[N:16][C:17]2[CH:18]=[CH:19][C:20](=[O:21])[N:11]3[CH2:10][CH:9]([CH2:8][N:5]4[CH2:6][CH2:7][C@H:2]([NH:1][CH2:35][C:33]5[CH:32]=[CH:31][C:28]6[S:29][CH2:30][C:25](=[O:24])[NH:26][C:27]=6[N:34]=5)[C@H:3]([OH:23])[CH2:4]4)[C:13]=1[C:12]=23. The yield is 0.490. (4) The reactants are C([O:5][C:6](=[O:33])[C:7]([CH3:32])([S:9][C:10]1[CH:31]=[CH:30][C:13]([C:14]([O:16][CH2:17][C:18]2[N:19]=[N:20][N:21]([CH2:23][C:24]3[CH:29]=[CH:28][CH:27]=[CH:26][CH:25]=3)[CH:22]=2)=[O:15])=[CH:12][CH:11]=1)[CH3:8])(C)(C)C.Cl. The catalyst is O1CCOCC1. The product is [CH2:23]([N:21]1[CH:22]=[C:18]([CH2:17][O:16][C:14]([C:13]2[CH:12]=[CH:11][C:10]([S:9][C:7]([CH3:32])([CH3:8])[C:6]([OH:33])=[O:5])=[CH:31][CH:30]=2)=[O:15])[N:19]=[N:20]1)[C:24]1[CH:29]=[CH:28][CH:27]=[CH:26][CH:25]=1. The yield is 0.860. (5) The reactants are Br[C:2]1[CH:3]=[CH:4][C:5]2[N:6]([C:8]([C:12]3[S:13][C:14]([C:23]4[N:27]=[CH:26][N:25]([CH:28]5[CH2:33][CH2:32][CH2:31][CH2:30][O:29]5)[N:24]=4)=[C:15]([C:17]4[CH:22]=[CH:21][CH:20]=[CH:19][CH:18]=4)[N:16]=3)=[C:9]([CH3:11])[N:10]=2)[CH:7]=1.[CH3:34][O:35][C:36]1[CH:37]=[C:38](B(O)O)[CH:39]=[CH:40][C:41]=1[O:42][CH3:43].C(=O)([O-])[O-].[Cs+].[Cs+].C(=O)(O)[O-].[Na+]. The catalyst is COCCOC.O.CCOC(C)=O. The product is [CH3:34][O:35][C:36]1[CH:37]=[C:38]([C:2]2[CH:3]=[CH:4][C:5]3[N:6]([C:8]([C:12]4[S:13][C:14]([C:23]5[N:27]=[CH:26][N:25]([CH:28]6[CH2:33][CH2:32][CH2:31][CH2:30][O:29]6)[N:24]=5)=[C:15]([C:17]5[CH:18]=[CH:19][CH:20]=[CH:21][CH:22]=5)[N:16]=4)=[C:9]([CH3:11])[N:10]=3)[CH:7]=2)[CH:39]=[CH:40][C:41]=1[O:42][CH3:43]. The yield is 0.810. (6) The reactants are [CH3:1][C:2]1[CH:3]=[C:4]([CH:8]=[CH:9][C:10]=1[C:11]([N:13]1[CH2:17][CH2:16][CH2:15][CH2:14]1)=[O:12])[C:5]([OH:7])=O.CN(C(ON1N=NC2C=CC=CC1=2)=[N+](C)C)C.[B-](F)(F)(F)F.C(N(C(C)C)CC)(C)C.[Cl:49][C:50]1[CH:66]=[CH:65][C:53]2[NH:54][C:55]([CH:57]([NH2:64])[CH2:58][N:59]3[N:63]=[N:62][CH:61]=[N:60]3)=[N:56][C:52]=2[CH:51]=1.ClCl. The catalyst is O1CCCC1.ClCCl.C(O)C. The product is [Cl:49][C:50]1[CH:66]=[CH:65][C:53]2[NH:54][C:55]([C@@H:57]([NH:64][C:5](=[O:7])[C:4]3[CH:8]=[CH:9][C:10]([C:11]([N:13]4[CH2:17][CH2:16][CH2:15][CH2:14]4)=[O:12])=[C:2]([CH3:1])[CH:3]=3)[CH2:58][N:59]3[N:63]=[N:62][CH:61]=[N:60]3)=[N:56][C:52]=2[CH:51]=1. The yield is 0.220. (7) The reactants are [H-].[Al+3].[Li+].[H-].[H-].[H-].C([O:9][C:10]([C:12]1[N:16]2[N:17]=[C:18]([NH:21][CH2:22][C:23]3[CH:28]=[CH:27][C:26]([Cl:29])=[C:25]([Cl:30])[CH:24]=3)[CH:19]=[CH:20][C:15]2=[N:14][CH:13]=1)=O)C.O. The catalyst is O1CCCC1. The product is [Cl:30][C:25]1[CH:24]=[C:23]([CH:28]=[CH:27][C:26]=1[Cl:29])[CH2:22][NH:21][C:18]1[CH:19]=[CH:20][C:15]2[N:16]([C:12]([CH2:10][OH:9])=[CH:13][N:14]=2)[N:17]=1. The yield is 0.800. (8) The reactants are [F:1][C:2]1[CH:7]=[CH:6][C:5]([N:8]2[C:11](=[O:12])[C@H:10]([S:13][CH2:14][C:15]([C:17]3[CH:22]=[CH:21][C:20]([F:23])=[CH:19][CH:18]=3)=[O:16])[C@H:9]2[C:24]2[CH:50]=[CH:49][C:27]([O:28][CH2:29][C:30]([NH:32][CH2:33][C:34]([NH:36][C:37]([CH2:45][CH2:46][CH2:47][CH3:48])([C:42]([OH:44])=[O:43])[CH2:38][CH2:39][CH2:40][CH3:41])=[O:35])=[O:31])=[CH:26][CH:25]=2)=[CH:4][CH:3]=1.[BH4-].[Na+].C([O-])(=O)C.[NH4+]. The catalyst is CO. The product is [F:1][C:2]1[CH:3]=[CH:4][C:5]([N:8]2[C:11](=[O:12])[C@H:10]([S:13][CH2:14][CH:15]([C:17]3[CH:18]=[CH:19][C:20]([F:23])=[CH:21][CH:22]=3)[OH:16])[C@H:9]2[C:24]2[CH:25]=[CH:26][C:27]([O:28][CH2:29][C:30]([NH:32][CH2:33][C:34]([NH:36][C:37]([CH2:38][CH2:39][CH2:40][CH3:41])([C:42]([OH:44])=[O:43])[CH2:45][CH2:46][CH2:47][CH3:48])=[O:35])=[O:31])=[CH:49][CH:50]=2)=[CH:6][CH:7]=1. The yield is 0.940.